Dataset: Forward reaction prediction with 1.9M reactions from USPTO patents (1976-2016). Task: Predict the product of the given reaction. (1) Given the reactants [Cl:1][C:2]1[CH:26]=[CH:25][C:5]([CH2:6][NH:7][C:8]([C:10]2[C:19](=[O:20])[C:18]3[C:13](=[N:14][C:15]([O:22]C)=[C:16](I)[CH:17]=3)[N:12]([CH3:24])[CH:11]=2)=[O:9])=[CH:4][CH:3]=1.Cl.N1C=CC=CC=1, predict the reaction product. The product is: [Cl:1][C:2]1[CH:3]=[CH:4][C:5]([CH2:6][NH:7][C:8]([C:10]2[C:19](=[O:20])[C:18]3[CH:17]=[CH:16][C:15](=[O:22])[NH:14][C:13]=3[N:12]([CH3:24])[CH:11]=2)=[O:9])=[CH:25][CH:26]=1. (2) Given the reactants [CH3:1][O:2][C:3]([C:5]1[N:6]=[C:7](Br)[C:8]2[C:13]([C:14]=1[OH:15])=[CH:12][CH:11]=[C:10]([O:16][C:17]1[CH:22]=[CH:21][CH:20]=[CH:19][CH:18]=1)[CH:9]=2)=[O:4].O.CCOC(C)=O.Cl.[CH3:32][N:33]1CCCC1=O, predict the reaction product. The product is: [CH3:1][O:2][C:3]([C:5]1[N:6]=[C:7]([C:32]#[N:33])[C:8]2[C:13]([C:14]=1[OH:15])=[CH:12][CH:11]=[C:10]([O:16][C:17]1[CH:22]=[CH:21][CH:20]=[CH:19][CH:18]=1)[CH:9]=2)=[O:4]. (3) Given the reactants Br[C:2]1[CH:3]=[C:4]2[C:15]3([N:20]=[C:19]([NH2:21])[CH2:18][O:17][CH2:16]3)[C:14]3[CH:13]=[C:12]([O:22][CH2:23][C:24]([CH3:27])([CH3:26])[CH3:25])[N:11]=[C:10]([F:28])[C:9]=3[O:8][C:5]2=[CH:6][CH:7]=1.[F:29][C:30]1[C:35](B(O)O)=[CH:34][CH:33]=[CH:32][N:31]=1.P([O-])([O-])([O-])=O.[K+].[K+].[K+], predict the reaction product. The product is: [F:28][C:10]1[C:9]2[O:8][C:5]3[C:4]([C:15]4([N:20]=[C:19]([NH2:21])[CH2:18][O:17][CH2:16]4)[C:14]=2[CH:13]=[C:12]([O:22][CH2:23][C:24]([CH3:26])([CH3:27])[CH3:25])[N:11]=1)=[CH:3][C:2]([C:35]1[C:30]([F:29])=[N:31][CH:32]=[CH:33][CH:34]=1)=[CH:7][CH:6]=3. (4) Given the reactants [C:1]([C:6]1[N:7]=[CH:8][C:9]2[NH:10][C:11]3[C:16]([C:17]=2[CH:18]=1)=[CH:15][CH:14]=[CH:13][CH:12]=3)(OCC)=[O:2].C1COCC1.[BH4-].[Na+], predict the reaction product. The product is: [OH:2][CH2:1][C:6]1[N:7]=[CH:8][C:9]2[NH:10][C:11]3[C:16]([C:17]=2[CH:18]=1)=[CH:15][CH:14]=[CH:13][CH:12]=3. (5) Given the reactants [OH:1][C:2]1[C:11]2[C:6](=[CH:7][CH:8]=[CH:9][CH:10]=2)[C:5]([CH:12]=[O:13])=[CH:4][CH:3]=1.[C:14]([C:16]1[CH:21]=[CH:20][C:19](B(O)O)=[CH:18][CH:17]=1)#[N:15].C(N(CC)CC)C, predict the reaction product. The product is: [CH:12]([C:5]1[C:6]2[C:11](=[CH:10][CH:9]=[CH:8][CH:7]=2)[C:2]([O:1][C:19]2[CH:20]=[CH:21][C:16]([C:14]#[N:15])=[CH:17][CH:18]=2)=[CH:3][CH:4]=1)=[O:13].